Task: Predict the reactants needed to synthesize the given product.. Dataset: Full USPTO retrosynthesis dataset with 1.9M reactions from patents (1976-2016) (1) Given the product [F:33][C:28]([F:34])([C:29]([F:32])([F:31])[F:30])[CH2:27][O:1][C:2]1[CH:9]=[CH:8][C:5]([CH:6]=[O:7])=[CH:4][CH:3]=1, predict the reactants needed to synthesize it. The reactants are: [OH:1][C:2]1[CH:9]=[CH:8][C:5]([CH:6]=[O:7])=[CH:4][CH:3]=1.C(=O)([O-])[O-].[K+].[K+].CC1C=CC(S(O[CH2:27][C:28]([F:34])([F:33])[C:29]([F:32])([F:31])[F:30])(=O)=O)=CC=1. (2) The reactants are: [I:1][C:2]1[C:10]2[C:5](=[N:6][CH:7]=[N:8][C:9]=2[NH2:11])[N:4]([CH:12]2[CH2:17][CH2:16][CH2:15][NH:14][CH2:13]2)[N:3]=1.[C:18](O[BH-](OC(=O)C)OC(=O)C)(=O)C.[Na+].C=O.[OH-].[Na+]. Given the product [I:1][C:2]1[C:10]2[C:5](=[N:6][CH:7]=[N:8][C:9]=2[NH2:11])[N:4]([CH:12]2[CH2:17][CH2:16][CH2:15][N:14]([CH3:18])[CH2:13]2)[N:3]=1, predict the reactants needed to synthesize it.